This data is from Peptide-MHC class II binding affinity with 134,281 pairs from IEDB. The task is: Regression. Given a peptide amino acid sequence and an MHC pseudo amino acid sequence, predict their binding affinity value. This is MHC class II binding data. (1) The peptide sequence is SDYVYEPFPKRVWEQ. The MHC is HLA-DPA10201-DPB10101 with pseudo-sequence HLA-DPA10201-DPB10101. The binding affinity (normalized) is 0.561. (2) The peptide sequence is QSKLSRNFTKGVKKI. The MHC is H-2-IAb with pseudo-sequence H-2-IAb. The binding affinity (normalized) is 0. (3) The peptide sequence is EVFCQTIKLDSEEYH. The MHC is DRB1_0701 with pseudo-sequence DRB1_0701. The binding affinity (normalized) is 0.337. (4) The peptide sequence is PANPGLIIGALA. The MHC is DRB3_0101 with pseudo-sequence DRB3_0101. The binding affinity (normalized) is 0.